From a dataset of Full USPTO retrosynthesis dataset with 1.9M reactions from patents (1976-2016). Predict the reactants needed to synthesize the given product. Given the product [OH:2][C:3]1[CH:8]=[CH:7][C:6]([P:9](=[O:28])([C:20]2[CH:21]=[CH:22][C:23]([OH:26])=[CH:24][CH:25]=2)[C:10]2[C:19]3[C:14](=[CH:15][CH:16]=[CH:17][CH:18]=3)[CH:13]=[CH:12][CH:11]=2)=[CH:5][CH:4]=1, predict the reactants needed to synthesize it. The reactants are: C[O:2][C:3]1[CH:8]=[CH:7][C:6]([P:9](=[O:28])([C:20]2[CH:25]=[CH:24][C:23]([O:26]C)=[CH:22][CH:21]=2)[C:10]2[C:19]3[C:14](=[CH:15][CH:16]=[CH:17][CH:18]=3)[CH:13]=[CH:12][CH:11]=2)=[CH:5][CH:4]=1.Br.[Br-].[K+].S([O-])([O-])=O.[Na+].[Na+].CBr.